This data is from Forward reaction prediction with 1.9M reactions from USPTO patents (1976-2016). The task is: Predict the product of the given reaction. Given the reactants [O:1]([C:8]1[N:13]=[CH:12][C:11]([CH2:14]O)=[CH:10][CH:9]=1)[C:2]1[CH:7]=[CH:6][CH:5]=[CH:4][CH:3]=1.C(Br)(Br)(Br)[Br:17].C1C=CC(P(C2C=CC=CC=2)C2C=CC=CC=2)=CC=1, predict the reaction product. The product is: [Br:17][CH2:14][C:11]1[CH:10]=[CH:9][C:8]([O:1][C:2]2[CH:7]=[CH:6][CH:5]=[CH:4][CH:3]=2)=[N:13][CH:12]=1.